This data is from Full USPTO retrosynthesis dataset with 1.9M reactions from patents (1976-2016). The task is: Predict the reactants needed to synthesize the given product. The reactants are: [F:1][C:2]([F:16])([F:15])[C:3]1[CH:8]=[CH:7][C:6]([C:9](O)([CH3:13])[CH2:10][CH2:11][OH:12])=[CH:5][CH:4]=1.[Cl-].[In+3].[Cl-].[Cl-].[CH3:21][S:22][CH2:23][C:24]1[CH:25]=[CH:26][CH:27]=[C:28]2[C:32]=1[NH:31][CH:30]=[CH:29]2.O. Given the product [CH3:21][S:22][CH2:23][C:24]1[CH:25]=[CH:26][CH:27]=[C:28]2[C:32]=1[NH:31][CH:30]=[C:29]2[C:9]([C:6]1[CH:7]=[CH:8][C:3]([C:2]([F:1])([F:15])[F:16])=[CH:4][CH:5]=1)([CH3:13])[CH2:10][CH2:11][OH:12], predict the reactants needed to synthesize it.